This data is from Reaction yield outcomes from USPTO patents with 853,638 reactions. The task is: Predict the reaction yield, written as a fraction of the theoretical maximum amount of product (1.0 means a 100% yield; for example, 0.34 means a 34% yield). (1) The reactants are [C:1]([C:3]1[CH:4]=[C:5]([C:13]([N:15]([CH2:17][CH:18]([C:22]2[CH:27]=[CH:26][C:25]([F:28])=[CH:24][C:23]=2[CH3:29])[CH2:19][CH2:20][OH:21])[CH3:16])=[O:14])[C:6]2[CH2:7][CH2:8][CH2:9][CH2:10][C:11]=2[CH:12]=1)#[N:2].CC(OI1(OC(C)=O)(OC(C)=O)OC(=O)C2C=CC=CC1=2)=O.S([O-])([O-])(=O)=S.[Na+].[Na+]. The catalyst is C(Cl)Cl.C([O-])(O)=O.[Na+]. The product is [C:1]([C:3]1[CH:4]=[C:5]([C:13]([N:15]([CH2:17][CH:18]([C:22]2[CH:27]=[CH:26][C:25]([F:28])=[CH:24][C:23]=2[CH3:29])[CH2:19][CH:20]=[O:21])[CH3:16])=[O:14])[C:6]2[CH2:7][CH2:8][CH2:9][CH2:10][C:11]=2[CH:12]=1)#[N:2]. The yield is 0.890. (2) The reactants are [C:1]1([NH:7][C:8]2[CH:13]=[CH:12][CH:11]=[CH:10][CH:9]=2)[CH:6]=[CH:5][CH:4]=[CH:3][CH:2]=1.[CH3:14][C:15]([CH3:18])([O-])[CH3:16].[Na+].[C:20]1([CH3:26])[CH:25]=[CH:24][CH:23]=[CH:22][CH:21]=1. The catalyst is C(P(C(C)(C)C)C(C)(C)C)(C)(C)C.C([O-])(=O)C.[Pd+2].C([O-])(=O)C. The product is [CH:14]1[C:25]2[C:20](=[CH:21][CH:22]=[CH:23][CH:24]=2)[CH:26]=[CH:16][C:15]=1[C:18]1[C:6]2[C:1](=[CH:2][CH:3]=[CH:4][CH:5]=2)[C:26]([N:7]([C:1]2[CH:2]=[CH:3][CH:4]=[CH:5][CH:6]=2)[C:8]2[CH:9]=[CH:10][CH:11]=[CH:12][CH:13]=2)=[C:20]2[C:25]=1[CH:24]=[CH:23][CH:22]=[CH:21]2. The yield is 0.990. (3) The reactants are [Cl:1][C:2]1[CH:3]=[C:4]([C:9]2([CH:15]([NH:17][CH:18]=O)[CH3:16])[CH2:14][CH2:13][CH2:12][CH2:11][CH2:10]2)[CH:5]=[CH:6][C:7]=1[Cl:8].S(C)C. The catalyst is C1COCC1. The product is [ClH:1].[Cl:1][C:2]1[CH:3]=[C:4]([C:9]2([CH:15]([NH:17][CH3:18])[CH3:16])[CH2:14][CH2:13][CH2:12][CH2:11][CH2:10]2)[CH:5]=[CH:6][C:7]=1[Cl:8]. The yield is 0.700.